From a dataset of Peptide-MHC class II binding affinity with 134,281 pairs from IEDB. Regression. Given a peptide amino acid sequence and an MHC pseudo amino acid sequence, predict their binding affinity value. This is MHC class II binding data. (1) The MHC is DRB1_0301 with pseudo-sequence DRB1_0301. The peptide sequence is SDDQISIMKLPLSTK. The binding affinity (normalized) is 0.466. (2) The peptide sequence is IGECHMSESYIDR. The MHC is HLA-DQA10101-DQB10501 with pseudo-sequence HLA-DQA10101-DQB10501. The binding affinity (normalized) is 0.274. (3) The peptide sequence is MYLGTCKTLTPLMSS. The MHC is DRB3_0101 with pseudo-sequence DRB3_0101. The binding affinity (normalized) is 0.0429.